Dataset: Full USPTO retrosynthesis dataset with 1.9M reactions from patents (1976-2016). Task: Predict the reactants needed to synthesize the given product. Given the product [CH:3]1([C@H:9]([NH:22][C:23]([C:25]2[CH:30]=[N:29][CH:28]=[CH:27][N:26]=2)=[O:24])[C:10]([NH:12][C@@H:13]([C:18]([CH3:20])([CH3:21])[CH3:19])[C:14]([OH:16])=[O:15])=[O:11])[CH2:8][CH2:7][CH2:6][CH2:5][CH2:4]1, predict the reactants needed to synthesize it. The reactants are: [OH-].[Na+].[CH:3]1([C@H:9]([NH:22][C:23]([C:25]2[CH:30]=[N:29][CH:28]=[CH:27][N:26]=2)=[O:24])[C:10]([NH:12][C@@H:13]([C:18]([CH3:21])([CH3:20])[CH3:19])[C:14]([O:16]C)=[O:15])=[O:11])[CH2:8][CH2:7][CH2:6][CH2:5][CH2:4]1.CO.